This data is from HIV replication inhibition screening data with 41,000+ compounds from the AIDS Antiviral Screen. The task is: Binary Classification. Given a drug SMILES string, predict its activity (active/inactive) in a high-throughput screening assay against a specified biological target. (1) The compound is CC(=O)OC1C(C)OC(OC2C3C=COC(OC4OC(CO)C(O)C(O)C4O)C3C3(CO)OC23)C(OC(=O)C=Cc2ccccc2)C1OC(=O)C=Cc1ccccc1. The result is 0 (inactive). (2) The molecule is C=CC(C#CC#CCCCCCCC)O[Si](C)(C)C(C)(C)C. The result is 0 (inactive). (3) The compound is O=C1OC(c2ccc(Cl)cc2)(c2ccc(Cl)cc2)c2c1ccc1ccccc21. The result is 0 (inactive). (4) The compound is Cc1ccc(C(=O)O)c(C=C2Cc3cc(C)cc(C)c3C2=O)c1. The result is 0 (inactive). (5) The compound is CC(=O)NNc1nc(C)c(C(=O)NNC(=O)C(=O)Nc2ccc(C)cc2[N+](=O)[O-])s1. The result is 0 (inactive). (6) The drug is O=C1CC(c2ccccc2)S(=O)c2ccccc2N1. The result is 0 (inactive). (7) The compound is CCOC(=O)c1oc2cc(O)ccc2c(=O)c1-c1ccc(OC)c(OC)c1. The result is 0 (inactive).